Dataset: Reaction yield outcomes from USPTO patents with 853,638 reactions. Task: Predict the reaction yield, written as a fraction of the theoretical maximum amount of product (1.0 means a 100% yield; for example, 0.34 means a 34% yield). (1) The product is [CH3:8][N:9]1[C:18]2[C:13](=[C:14]3[S:21][C:20]([C:22]4[S:4][CH2:3][CH:2]([C:5]([OH:7])=[O:6])[N:1]=4)=[N:19][C:15]3=[CH:16][CH:17]=2)[CH2:12][CH2:11][CH2:10]1. The reactants are [NH2:1][C@@H:2]([C:5]([OH:7])=[O:6])[CH2:3][SH:4].[CH3:8][N:9]1[C:18]2[C:13](=[C:14]3[S:21][C:20]([C:22]#N)=[N:19][C:15]3=[CH:16][CH:17]=2)[CH2:12][CH2:11][CH2:10]1. The yield is 0.460. The catalyst is P([O-])([O-])([O-])=O.[Na+].[Na+].[Na+].CO. (2) The reactants are [CH3:1][N:2]1[CH2:7][CH2:6][N:5]([C:8]2[CH:9]=[CH:10][C:11]([N+:15]([O-])=O)=[C:12]([CH:14]=2)[NH2:13])[CH2:4][CH2:3]1.Cl.C(O[C:22](=N)[CH2:23][C:24]([O:26][CH2:27][CH3:28])=[O:25])C.[OH-].[Na+]. The catalyst is O. The product is [CH2:27]([O:26][C:24](=[O:25])[CH2:23][C:22]1[NH:13][C:12]2[CH:14]=[C:8]([N:5]3[CH2:6][CH2:7][N:2]([CH3:1])[CH2:3][CH2:4]3)[CH:9]=[CH:10][C:11]=2[N:15]=1)[CH3:28]. The yield is 0.901.